From a dataset of Peptide-MHC class I binding affinity with 185,985 pairs from IEDB/IMGT. Regression. Given a peptide amino acid sequence and an MHC pseudo amino acid sequence, predict their binding affinity value. This is MHC class I binding data. The peptide sequence is NLYISDYKML. The MHC is HLA-A02:03 with pseudo-sequence HLA-A02:03. The binding affinity (normalized) is 0.306.